This data is from Forward reaction prediction with 1.9M reactions from USPTO patents (1976-2016). The task is: Predict the product of the given reaction. Given the reactants [Cl:1][C:2]1[CH:3]=[C:4]([CH2:9][S:10]([NH:13][C:14]2[N:15]=[N:16][C:17]([S:22]CCC)=[CH:18][C:19]=2[O:20][CH3:21])(=[O:12])=[O:11])[CH:5]=[C:6]([Cl:8])[CH:7]=1.[CH3:26][CH:27](S)[CH3:28].C(S)CC, predict the reaction product. The product is: [Cl:8][C:6]1[CH:5]=[C:4]([CH2:9][S:10]([NH:13][C:14]2[N:15]=[N:16][C:17]([S:22][CH:27]([CH3:28])[CH3:26])=[CH:18][C:19]=2[O:20][CH3:21])(=[O:12])=[O:11])[CH:3]=[C:2]([Cl:1])[CH:7]=1.